From a dataset of Full USPTO retrosynthesis dataset with 1.9M reactions from patents (1976-2016). Predict the reactants needed to synthesize the given product. (1) Given the product [CH2:1]([O:3][C:4]1[CH:14]=[CH:13][C:7]([C:8]([OH:10])=[O:9])=[CH:6][C:5]=1[CH3:15])[CH3:2], predict the reactants needed to synthesize it. The reactants are: [CH2:1]([O:3][C:4]1[CH:14]=[CH:13][C:7]([C:8]([O:10]CC)=[O:9])=[CH:6][C:5]=1[CH3:15])[CH3:2].[OH-].[Na+].Cl. (2) The reactants are: [CH3:1][O:2][C:3](=[O:16])[C:4]([C:7]1[CH:12]=[CH:11][C:10]([CH2:13][CH2:14]O)=[CH:9][CH:8]=1)([CH3:6])[CH3:5].S(Cl)([Cl:19])=O.ClCCl. Given the product [CH3:1][O:2][C:3](=[O:16])[C:4]([C:7]1[CH:12]=[CH:11][C:10]([CH2:13][CH2:14][Cl:19])=[CH:9][CH:8]=1)([CH3:6])[CH3:5], predict the reactants needed to synthesize it. (3) Given the product [CH:28]1([CH2:27][CH2:26][CH2:25][N:13]2[C:14]3[C:19](=[CH:18][CH:17]=[CH:16][CH:15]=3)[C:11]3([C:21]4=[CH:22][C:3]5[O:34][CH2:6][O:5][C:4]=5[CH:7]=[C:8]4[O:9][CH2:10]3)[C:12]2=[O:20])[CH2:30][CH2:29]1, predict the reactants needed to synthesize it. The reactants are: CC1(C)[CH2:6][O:5][C:4]2=[CH:7][C:8]3[O:9][CH2:10][C:11]4([C:21]=3[CH:22]=[C:3]12)[C:19]1[C:14](=[CH:15][CH:16]=[CH:17][CH:18]=1)[NH:13][C:12]4=[O:20].Br[CH2:25][CH2:26][CH2:27][CH:28]1[CH2:30][CH2:29]1.BrCC1[O:34]C(C(F)(F)F)=CC=1. (4) Given the product [CH3:1][O:2][C:3]1[CH:4]=[C:5]([CH:6]=[CH:23][C:22]([C:17]2[CH:18]=[CH:19][CH:20]=[CH:21][C:16]=2[N+:13]([O-:15])=[O:14])=[O:24])[CH:8]=[C:9]([O:11][CH3:12])[CH:10]=1, predict the reactants needed to synthesize it. The reactants are: [CH3:1][O:2][C:3]1[CH:4]=[C:5]([CH:8]=[C:9]([O:11][CH3:12])[CH:10]=1)[CH:6]=O.[N+:13]([C:16]1[CH:21]=[CH:20][CH:19]=[CH:18][C:17]=1[C:22](=[O:24])[CH3:23])([O-:15])=[O:14]. (5) The reactants are: C(OC([N:11]1[CH2:16][CH2:15][CH:14]([CH2:17][N:18]2[CH2:23][CH2:22][N:21]([C:24]([O:26][C:27]([CH3:30])([CH3:29])[CH3:28])=[O:25])[CH2:20][CH2:19]2)[CH2:13][CH2:12]1)=O)C1C=CC=CC=1. Given the product [NH:11]1[CH2:16][CH2:15][CH:14]([CH2:17][N:18]2[CH2:19][CH2:20][N:21]([C:24]([O:26][C:27]([CH3:30])([CH3:29])[CH3:28])=[O:25])[CH2:22][CH2:23]2)[CH2:13][CH2:12]1, predict the reactants needed to synthesize it.